From a dataset of CYP2C19 inhibition data for predicting drug metabolism from PubChem BioAssay. Regression/Classification. Given a drug SMILES string, predict its absorption, distribution, metabolism, or excretion properties. Task type varies by dataset: regression for continuous measurements (e.g., permeability, clearance, half-life) or binary classification for categorical outcomes (e.g., BBB penetration, CYP inhibition). Dataset: cyp2c19_veith. (1) The drug is COc1ccc(-n2c(=O)c(-c3cn(C)c4ccccc34)nc3cnc(OC)nc32)cc1. The result is 0 (non-inhibitor). (2) The drug is O=C(NNC(=O)C1CCCCC1)c1cnccn1. The result is 0 (non-inhibitor). (3) The drug is COc1ccc(C(=O)c2ccccc2)cc1Br. The result is 1 (inhibitor). (4) The compound is O=C(Nc1ccc(Cl)cc1)OCc1cc(-c2ccccc2Cl)on1. The result is 1 (inhibitor). (5) The compound is CN(C)C(=O)COn1c(SCC(=O)N(C)C)nc2ccccc2c1=O. The result is 0 (non-inhibitor). (6) The compound is Cc1ccc(S(=O)(=O)N[C@@H](CCCCN)C(=O)CCl)cc1. The result is 0 (non-inhibitor). (7) The result is 0 (non-inhibitor). The drug is COc1ccc2cc(CCC(C)=O)ccc2c1. (8) The compound is COc1cc2c(cc1OC)[C@@H]1C(=O)c3ccc4c(c3O[C@@H]1CO2)C=CC(C)(C)O4. The result is 1 (inhibitor). (9) The molecule is FC(F)(F)c1cccc(Oc2nc(-c3ccccc3)nnc2C(F)(F)F)c1. The result is 1 (inhibitor). (10) The drug is CCOc1ccc2nc(SCc3ccccc3C#N)sc2c1. The result is 1 (inhibitor).